Dataset: Forward reaction prediction with 1.9M reactions from USPTO patents (1976-2016). Task: Predict the product of the given reaction. (1) Given the reactants [OH-].[Na+].C1(=O)OC(=O)C=C1C.P([O-])([O-])([O-])=O.[Na+].[Na+].[Na+].[CH2:19]1[C:24](=[O:25])[N:23]([O:26][C:27]([C:29]2[CH:34]=[CH:33][CH:32]=[C:31]([N:35]3[C:40](=[O:41])[CH:39]=[CH:38][C:36]3=[O:37])[CH:30]=2)=[O:28])[C:21](=[O:22])[CH:20]1S(O)(=O)=O.SCCO, predict the reaction product. The product is: [CH2:19]1[C:24](=[O:25])[N:23]([O:26][C:27]([C:29]2[CH:34]=[CH:33][CH:32]=[C:31]([N:35]3[C:36](=[O:37])[CH:38]=[CH:39][C:40]3=[O:41])[CH:30]=2)=[O:28])[C:21](=[O:22])[CH2:20]1. (2) Given the reactants [Br:1][C:2]1[CH:3]=[C:4]([N:8]2[C:12]3=[N:13][C:14](Cl)=[CH:15][CH:16]=[C:11]3[C:10]([C:18]([O:20]C)=[O:19])=[N:9]2)[CH:5]=[CH:6][CH:7]=1.[CH3:22][O-:23].[Na+].CO.Cl, predict the reaction product. The product is: [Br:1][C:2]1[CH:3]=[C:4]([N:8]2[C:12]3=[N:13][C:14]([O:23][CH3:22])=[CH:15][CH:16]=[C:11]3[C:10]([C:18]([OH:20])=[O:19])=[N:9]2)[CH:5]=[CH:6][CH:7]=1. (3) Given the reactants [NH2:1][C:2]1[CH:7]=[CH:6][C:5]([C:8]2[S:12][S:11][C:10](=[S:13])[CH:9]=2)=[CH:4][CH:3]=1.[N:14]([O-])=O.[Na+].[C:18]([OH:27])(=[O:26])[C:19]1[C:20](=[CH:22][CH:23]=[CH:24][CH:25]=1)[OH:21].[OH-].[K+].C(=O)([O-])[O-].[Na+].[Na+], predict the reaction product. The product is: [OH:21][C:20]1[CH:22]=[CH:23][C:24]([N:14]=[N:1][C:2]2[CH:7]=[CH:6][C:5]([C:8]3[S:12][S:11][C:10](=[S:13])[CH:9]=3)=[CH:4][CH:3]=2)=[CH:25][C:19]=1[C:18]([OH:27])=[O:26]. (4) Given the reactants O.[C:2]1(C)C=CC(S(O)(=O)=O)=CC=1.F[C:14](F)(F)[CH:15]([OH:18])[CH2:16][OH:17].[Cl:21][C:22]1[N:27]=[CH:26][C:25]([NH:28]C(=O)OC(C)(C)C)=[C:24]([C:36](=O)[CH2:37]C)[CH:23]=1, predict the reaction product. The product is: [Cl:21][C:22]1[N:27]=[CH:26][C:25]([NH2:28])=[C:24]([C:36]2([CH3:37])[O:18][CH:15]([CH3:14])[CH:16]([CH3:2])[O:17]2)[CH:23]=1. (5) Given the reactants [I-:1].[I-].[I-].[NH2:4][C:5]1[CH:6]=[CH:7][C:8]2[C:17]([CH:18]=1)=[S+:16][C:15]1[C:10](=[CH:11][CH:12]=[CH:13][CH:14]=1)[N:9]=2.NC1C=CC2C(C=1)=[S+][C:30]1[C:25](=CC=[CH:28][CH:29]=1)[N:24]=2.NC1C=CC2[C:47]([CH:48]=1)=[S+]C1C(=CC=CC=1)N=2.[C:49]([O-:52])([O-])=O.[Cs+].[Cs+].N1[CH2:59][CH2:58]CC1.CN([CH:63]=[O:64])C, predict the reaction product. The product is: [I-:1].[CH3:63][O:64][CH2:58][CH2:59][N:4]([CH2:47][CH2:48][O:52][CH3:49])[C:5]1[CH:6]=[CH:7][C:8]2[C:17]([CH:18]=1)=[S+:16][C:15]1[C:10](=[CH:11][CH:12]=[C:13]([N:24]3[CH2:25][CH2:30][CH2:29][CH2:28]3)[CH:14]=1)[N:9]=2. (6) Given the reactants [CH3:1][C:2]([CH3:5])([O-:4])[CH3:3].[K+].[C:7]([O:11][CH2:12][CH2:13][O:14][C:15](=[O:25])[C:16]1[CH:21]=[C:20]([F:22])[C:19](F)=[C:18]([F:24])[CH:17]=1)([CH3:10])([CH3:9])[CH3:8].[Cl-].[NH4+].C1C[O:31][CH2:30][CH2:29]1, predict the reaction product. The product is: [C:7]([O:11][CH2:12][CH2:13][O:14][C:15](=[O:25])[C:16]1[CH:17]=[C:18]([F:24])[C:19]([O:31][CH2:30][CH2:29][O:4][C:2]([CH3:5])([CH3:3])[CH3:1])=[C:20]([F:22])[CH:21]=1)([CH3:8])([CH3:9])[CH3:10]. (7) Given the reactants [CH:1](=[N:3][OH:4])[CH3:2].ClN1C(=O)CCC1=O.[C:13]([C:15]1[CH:21]2[CH2:22][CH:18]([CH2:19][N:20]2[C:23]([O:25][C:26]([CH3:29])([CH3:28])[CH3:27])=[O:24])[CH2:17][CH:16]=1)#[CH:14].C(N(CC)CC)C, predict the reaction product. The product is: [CH3:2][C:1]1[CH:14]=[C:13]([C:15]2[CH:21]3[CH2:22][CH:18]([CH2:19][N:20]3[C:23]([O:25][C:26]([CH3:29])([CH3:28])[CH3:27])=[O:24])[CH2:17][CH:16]=2)[O:4][N:3]=1.